Dataset: Full USPTO retrosynthesis dataset with 1.9M reactions from patents (1976-2016). Task: Predict the reactants needed to synthesize the given product. Given the product [ClH:1].[NH2:37][CH:34]1[CH2:35][CH2:36][N:31]([C:28]2[N:29]=[CH:30][C:25]3[CH:24]=[C:23]([C:21]([NH:20][C:3]4[CH:4]=[C:5]([C:8](=[O:19])[NH:9][CH:10]([C:13]5[CH:14]=[CH:15][CH:16]=[CH:17][CH:18]=5)[CH2:11][OH:12])[CH:6]=[CH:7][C:2]=4[Cl:1])=[O:22])[C:46](=[O:47])[NH:45][C:26]=3[N:27]=2)[CH2:32][CH2:33]1, predict the reactants needed to synthesize it. The reactants are: [Cl:1][C:2]1[CH:7]=[CH:6][C:5]([C:8](=[O:19])[NH:9][CH:10]([C:13]2[CH:18]=[CH:17][CH:16]=[CH:15][CH:14]=2)[CH2:11][OH:12])=[CH:4][C:3]=1[NH:20][C:21]([C:23]1[C:46](=[O:47])[NH:45][C:26]2[N:27]=[C:28]([N:31]3[CH2:36][CH2:35][CH:34]([NH:37]C(=O)OC(C)(C)C)[CH2:33][CH2:32]3)[N:29]=[CH:30][C:25]=2[CH:24]=1)=[O:22].Cl.